From a dataset of Full USPTO retrosynthesis dataset with 1.9M reactions from patents (1976-2016). Predict the reactants needed to synthesize the given product. (1) Given the product [NH2:12][C:13]1[C:18]([N+:19]([O-:21])=[O:20])=[CH:17][CH:16]=[CH:15][C:14]=1[O:22][CH2:3][C:4]([C:6]1[CH:7]=[N:8][CH:9]=[CH:10][CH:11]=1)=[O:5], predict the reactants needed to synthesize it. The reactants are: Br.Br[CH2:3][C:4]([C:6]1[CH:7]=[N:8][CH:9]=[CH:10][CH:11]=1)=[O:5].[NH2:12][C:13]1[C:18]([N+:19]([O-:21])=[O:20])=[CH:17][CH:16]=[CH:15][C:14]=1[OH:22].C(=O)([O-])[O-].[K+].[K+].CC(C)=O. (2) The reactants are: [F:1][C:2]1[CH:3]=[C:4]([CH:7]=[CH:8][C:9]=1[O:10][CH3:11])[CH2:5]Cl.[CH2:12]([O:14][P:15]([O:19]CC)[O:16][CH2:17][CH3:18])[CH3:13]. Given the product [F:1][C:2]1[CH:3]=[C:4]([CH:7]=[CH:8][C:9]=1[O:10][CH3:11])[CH2:5][P:15](=[O:19])([O:16][CH2:17][CH3:18])[O:14][CH2:12][CH3:13], predict the reactants needed to synthesize it. (3) The reactants are: [CH:1]([O:4][C:5]1[CH:12]=[CH:11][C:8]([C:9]#[N:10])=[CH:7][C:6]=1[N+:13]([O-])=O)([CH3:3])[CH3:2].COC1C=CC(C#N)=CC=1[N+]([O-])=O.CC1C=CC(C(N)=O)=CC=1NC(N)=S. Given the product [NH2:13][C:6]1[CH:7]=[C:8]([CH:11]=[CH:12][C:5]=1[O:4][CH:1]([CH3:3])[CH3:2])[C:9]#[N:10], predict the reactants needed to synthesize it. (4) Given the product [ClH:33].[CH:1]1([C:5]2[C:6]([C:16]3[NH:17][C:18]4[CH2:24][CH2:23][NH:22][CH2:21][CH2:20][C:19]=4[N:32]=3)=[CH:7][C:8]([C:12]([O:14][CH3:15])=[O:13])=[C:9]([CH3:11])[CH:10]=2)[CH2:2][CH2:3][CH2:4]1, predict the reactants needed to synthesize it. The reactants are: [CH:1]1([C:5]2[CH:10]=[C:9]([CH3:11])[C:8]([C:12]([O:14][CH3:15])=[O:13])=[CH:7][C:6]=2[C:16]2[NH:32][C:19]3[CH2:20][CH2:21][N:22](C(OC(C)(C)C)=O)[CH2:23][CH2:24][C:18]=3[N:17]=2)[CH2:4][CH2:3][CH2:2]1.[ClH:33]. (5) Given the product [F:18][C:16]1[CH:17]=[C:8]([C:6]2[N:25]([C:26]3[CH:31]=[CH:30][C:29]([S:32]([NH2:35])(=[O:33])=[O:34])=[CH:28][CH:27]=3)[C:1]([CH3:2])=[C:4]([C:21](=[O:24])[CH2:22][CH3:23])[CH:5]=2)[CH:9]=[C:10]2[C:15]=1[O:14][CH2:13][CH2:12][C:11]2([CH3:19])[CH3:20], predict the reactants needed to synthesize it. The reactants are: [C:1]([CH:4]([C:21](=[O:24])[CH2:22][CH3:23])[CH2:5][C:6]([C:8]1[CH:9]=[C:10]2[C:15](=[C:16]([F:18])[CH:17]=1)[O:14][CH2:13][CH2:12][C:11]2([CH3:20])[CH3:19])=O)(=O)[CH3:2].[NH2:25][C:26]1[CH:31]=[CH:30][C:29]([S:32]([NH2:35])(=[O:34])=[O:33])=[CH:28][CH:27]=1.N. (6) Given the product [CH2:1]([O:3][C:4]([C:5]1[N:13]=[C:14]([NH2:16])[S:15][C:6]=1[CH:7]([CH3:9])[CH3:8])=[O:12])[CH3:2], predict the reactants needed to synthesize it. The reactants are: [CH2:1]([O:3][C:4](=[O:12])[CH:5](Cl)[C:6](=O)[CH:7]([CH3:9])[CH3:8])[CH3:2].[NH2:13][C:14]([NH2:16])=[S:15]. (7) Given the product [Cl:34][C:22]1[CH:23]=[C:24]([C:27](=[O:33])[NH:28][CH:29]2[CH2:30][CH2:31][CH2:32]2)[CH:25]=[CH:26][C:21]=1[CH2:20][C:10]1[C:11]([CH2:18][CH3:19])=[N:12][C:13]2[C:8]([C:9]=1[O:35][CH:36]([F:38])[F:37])=[C:7]([O:6][C@@H:4]([CH3:5])[C:3]([OH:39])=[O:2])[CH:16]=[CH:15][C:14]=2[F:17], predict the reactants needed to synthesize it. The reactants are: C[O:2][C:3](=[O:39])[C@@H:4]([O:6][C:7]1[CH:16]=[CH:15][C:14]([F:17])=[C:13]2[C:8]=1[C:9]([O:35][CH:36]([F:38])[F:37])=[C:10]([CH2:20][C:21]1[CH:26]=[CH:25][C:24]([C:27](=[O:33])[NH:28][CH:29]3[CH2:32][CH2:31][CH2:30]3)=[CH:23][C:22]=1[Cl:34])[C:11]([CH2:18][CH3:19])=[N:12]2)[CH3:5].[OH-].[Li+].